From a dataset of NCI-60 drug combinations with 297,098 pairs across 59 cell lines. Regression. Given two drug SMILES strings and cell line genomic features, predict the synergy score measuring deviation from expected non-interaction effect. (1) Drug 2: C1=NNC2=C1C(=O)NC=N2. Cell line: MCF7. Synergy scores: CSS=35.2, Synergy_ZIP=-1.64, Synergy_Bliss=-1.37, Synergy_Loewe=-9.04, Synergy_HSA=1.43. Drug 1: C1=CC(=CC=C1CCC2=CNC3=C2C(=O)NC(=N3)N)C(=O)NC(CCC(=O)O)C(=O)O. (2) Drug 1: CN(C)N=NC1=C(NC=N1)C(=O)N. Drug 2: CC(C)CN1C=NC2=C1C3=CC=CC=C3N=C2N. Cell line: BT-549. Synergy scores: CSS=-3.03, Synergy_ZIP=1.48, Synergy_Bliss=0.322, Synergy_Loewe=-2.18, Synergy_HSA=-2.01. (3) Drug 1: CS(=O)(=O)CCNCC1=CC=C(O1)C2=CC3=C(C=C2)N=CN=C3NC4=CC(=C(C=C4)OCC5=CC(=CC=C5)F)Cl. Drug 2: C1C(C(OC1N2C=NC(=NC2=O)N)CO)O. Cell line: HCC-2998. Synergy scores: CSS=23.7, Synergy_ZIP=-2.21, Synergy_Bliss=0.652, Synergy_Loewe=-4.98, Synergy_HSA=3.68. (4) Drug 1: COC1=C(C=C2C(=C1)N=CN=C2NC3=CC(=C(C=C3)F)Cl)OCCCN4CCOCC4. Drug 2: C(=O)(N)NO. Cell line: HL-60(TB). Synergy scores: CSS=28.8, Synergy_ZIP=9.23, Synergy_Bliss=12.4, Synergy_Loewe=6.84, Synergy_HSA=12.2. (5) Drug 1: C1=CC(=CC=C1CCC2=CNC3=C2C(=O)NC(=N3)N)C(=O)NC(CCC(=O)O)C(=O)O. Drug 2: CC=C1C(=O)NC(C(=O)OC2CC(=O)NC(C(=O)NC(CSSCCC=C2)C(=O)N1)C(C)C)C(C)C. Cell line: HT29. Synergy scores: CSS=66.5, Synergy_ZIP=-0.0536, Synergy_Bliss=-1.90, Synergy_Loewe=-2.24, Synergy_HSA=-1.53. (6) Drug 1: CC1=CC2C(CCC3(C2CCC3(C(=O)C)OC(=O)C)C)C4(C1=CC(=O)CC4)C. Drug 2: C1=CC=C(C(=C1)C(C2=CC=C(C=C2)Cl)C(Cl)Cl)Cl. Cell line: OVCAR-8. Synergy scores: CSS=0.403, Synergy_ZIP=2.02, Synergy_Bliss=2.29, Synergy_Loewe=1.61, Synergy_HSA=1.15. (7) Drug 1: CC1=C(C=C(C=C1)NC(=O)C2=CC=C(C=C2)CN3CCN(CC3)C)NC4=NC=CC(=N4)C5=CN=CC=C5. Drug 2: C1=NC2=C(N=C(N=C2N1C3C(C(C(O3)CO)O)F)Cl)N. Cell line: BT-549. Synergy scores: CSS=1.94, Synergy_ZIP=3.98, Synergy_Bliss=12.2, Synergy_Loewe=-6.70, Synergy_HSA=0.870. (8) Drug 1: C1CCC(C(C1)N)N.C(=O)(C(=O)[O-])[O-].[Pt+4]. Drug 2: CCC1(C2=C(COC1=O)C(=O)N3CC4=CC5=C(C=CC(=C5CN(C)C)O)N=C4C3=C2)O.Cl. Cell line: OVCAR-5. Synergy scores: CSS=29.5, Synergy_ZIP=-7.99, Synergy_Bliss=-2.47, Synergy_Loewe=0.676, Synergy_HSA=1.68. (9) Cell line: NCI-H226. Drug 2: CN(CC1=CN=C2C(=N1)C(=NC(=N2)N)N)C3=CC=C(C=C3)C(=O)NC(CCC(=O)O)C(=O)O. Drug 1: CC1C(C(CC(O1)OC2CC(CC3=C2C(=C4C(=C3O)C(=O)C5=C(C4=O)C(=CC=C5)OC)O)(C(=O)CO)O)N)O.Cl. Synergy scores: CSS=21.1, Synergy_ZIP=-4.67, Synergy_Bliss=-3.05, Synergy_Loewe=-7.48, Synergy_HSA=-1.50.